Predict the product of the given reaction. From a dataset of Forward reaction prediction with 1.9M reactions from USPTO patents (1976-2016). (1) Given the reactants I.[NH2:2][CH2:3][CH2:4][NH:5][C:6]1[C:7]([C:11]2[N:15]([CH2:16][C:17]3[O:18][CH:19]=[C:20]([Br:22])[CH:21]=3)C(=O)[O:13][N:12]=2)=[N:8][O:9][N:10]=1.[S:24](N)([NH2:27])(=[O:26])=[O:25].[OH-].[Na+].O.C(O)(=O)C, predict the reaction product. The product is: [NH2:27][S:24]([NH:2][CH2:3][CH2:4][NH:5][C:6]1[C:7]([C:11](=[N:12][OH:13])[NH:15][CH2:16][C:17]2[O:18][CH:19]=[C:20]([Br:22])[CH:21]=2)=[N:8][O:9][N:10]=1)(=[O:26])=[O:25]. (2) Given the reactants FC(F)(F)C(O)=O.[Cl:8][C:9]1[C:10]([F:39])=[C:11]([CH:15]2[C:19]([C:22]3[CH:27]=[CH:26][C:25]([Cl:28])=[CH:24][C:23]=3[F:29])([C:20]#[N:21])[CH:18]([CH2:30][C:31]([CH3:35])([CH3:34])[CH:32]=[CH2:33])[NH:17][CH:16]2[C:36](O)=[O:37])[CH:12]=[CH:13][CH:14]=1.[CH3:40][C:41]1([CH3:49])[O:45][C@@H:44]([CH2:46][CH2:47][NH2:48])[CH2:43][O:42]1.CN(C(ON1N=NC2C=CC=NC1=2)=[N+](C)C)C.F[P-](F)(F)(F)(F)F.CCN(C(C)C)C(C)C, predict the reaction product. The product is: [CH3:40][C:41]1([CH3:49])[O:45][C@@H:44]([CH2:46][CH2:47][NH:48][C:36]([CH:16]2[CH:15]([C:11]3[CH:12]=[CH:13][CH:14]=[C:9]([Cl:8])[C:10]=3[F:39])[C:19]([C:22]3[CH:27]=[CH:26][C:25]([Cl:28])=[CH:24][C:23]=3[F:29])([C:20]#[N:21])[CH:18]([CH2:30][C:31]([CH3:35])([CH3:34])[CH:32]=[CH2:33])[NH:17]2)=[O:37])[CH2:43][O:42]1. (3) Given the reactants [CH3:1][O:2][C:3]1[CH:4]=[C:5]([CH2:11][C:12]([NH:14][C:15]([NH:17][C:18]([O:20][C:21]([CH3:24])([CH3:23])[CH3:22])=[O:19])=[NH:16])=[O:13])[CH:6]=[CH:7][C:8]=1[O:9][CH3:10].C(N(CC)CC)C.[F:32][C:33]([F:46])([F:45])[S:34](O[S:34]([C:33]([F:46])([F:45])[F:32])(=[O:36])=[O:35])(=[O:36])=[O:35], predict the reaction product. The product is: [CH3:1][O:2][C:3]1[CH:4]=[C:5]([CH2:11][C:12]([NH:14]/[C:15](/[NH:17][C:18](=[O:19])[O:20][C:21]([CH3:24])([CH3:23])[CH3:22])=[N:16]/[S:34]([C:33]([F:46])([F:45])[F:32])(=[O:36])=[O:35])=[O:13])[CH:6]=[CH:7][C:8]=1[O:9][CH3:10]. (4) Given the reactants [CH:1]1([C:7]2[CH:31]=[CH:30][C:10]([C:11]([N:13]3[C:19]4[CH:20]=[CH:21][CH:22]=[CH:23][C:18]=4[CH2:17][N:16]4[C:24]([C:27](Cl)=[O:28])=[CH:25][CH:26]=[C:15]4[CH2:14]3)=[O:12])=[CH:9][CH:8]=2)[CH2:6][CH2:5][CH2:4][CH2:3][CH2:2]1.C(N(CC)C(C)C)(C)C.[CH3:41][O:42][C:43]1[CH:49]=[CH:48][C:46]([NH2:47])=[CH:45][CH:44]=1, predict the reaction product. The product is: [CH3:41][O:42][C:43]1[CH:49]=[CH:48][C:46]([NH:47][C:27]([C:24]2[N:16]3[C:15]([CH2:14][N:13]([C:11](=[O:12])[C:10]4[CH:9]=[CH:8][C:7]([CH:1]5[CH2:2][CH2:3][CH2:4][CH2:5][CH2:6]5)=[CH:31][CH:30]=4)[C:19]4[CH:20]=[CH:21][CH:22]=[CH:23][C:18]=4[CH2:17]3)=[CH:26][CH:25]=2)=[O:28])=[CH:45][CH:44]=1. (5) Given the reactants Br[C:2]1[N:7]2[CH:8]=[C:9]([CH2:11][CH2:12][C:13]3[CH:22]=[CH:21][C:20]4[C:15](=[CH:16][CH:17]=[CH:18][CH:19]=4)[N:14]=3)[N:10]=[C:6]2[C:5]([N:23]2[CH2:28][CH2:27][O:26][CH2:25][CH2:24]2)=[N:4][CH:3]=1.[CH3:29][O:30][CH2:31][CH2:32][O:33][CH2:34][CH2:35][O:36][C:37]1[CH:42]=[CH:41][C:40](B2OC(C)(C)C(C)(C)O2)=[CH:39][CH:38]=1.C([O-])([O-])=O.[Na+].[Na+], predict the reaction product. The product is: [CH3:29][O:30][CH2:31][CH2:32][O:33][CH2:34][CH2:35][O:36][C:37]1[CH:38]=[CH:39][C:40]([C:2]2[N:7]3[CH:8]=[C:9]([CH2:11][CH2:12][C:13]4[CH:22]=[CH:21][C:20]5[C:15](=[CH:16][CH:17]=[CH:18][CH:19]=5)[N:14]=4)[N:10]=[C:6]3[C:5]([N:23]3[CH2:28][CH2:27][O:26][CH2:25][CH2:24]3)=[N:4][CH:3]=2)=[CH:41][CH:42]=1. (6) Given the reactants [CH:1](O)([CH3:3])[CH3:2].[H-].[Na+].[C:7]([O:11][C:12]([N:14]1[CH2:18][CH2:17][C@H:16]([C@@H:19]2[CH2:21][O:20]2)[CH2:15]1)=[O:13])([CH3:10])([CH3:9])[CH3:8].C1C[O:25]CC1, predict the reaction product. The product is: [C:7]([O:11][C:12]([N:14]1[CH2:18][CH2:17][C@H:16]([C@@H:19]([OH:25])[CH2:21][O:20][CH:1]([CH3:3])[CH3:2])[CH2:15]1)=[O:13])([CH3:8])([CH3:9])[CH3:10].